From a dataset of Forward reaction prediction with 1.9M reactions from USPTO patents (1976-2016). Predict the product of the given reaction. (1) Given the reactants [Br:1][C:2]1[CH:3]=[CH:4][C:5]([Cl:10])=[C:6]([CH2:8][OH:9])[CH:7]=1.[CH3:11][S:12](Cl)(=[O:14])=[O:13], predict the reaction product. The product is: [CH3:11][S:12]([O:9][CH2:8][C:6]1[CH:7]=[C:2]([Br:1])[CH:3]=[CH:4][C:5]=1[Cl:10])(=[O:14])=[O:13]. (2) The product is: [F:6][C:7]([F:13])([F:12])[C:8]([NH:1][CH2:2][CH2:3][CH2:4][OH:5])=[O:9]. Given the reactants [NH2:1][CH2:2][CH2:3][CH2:4][OH:5].[F:6][C:7]([F:13])([F:12])[C:8](OC)=[O:9], predict the reaction product. (3) Given the reactants CC(OI1(OC(C)=O)(OC(C)=O)OC(=O)C2C=CC=CC1=2)=O.[Br:23][C:24]1[CH:29]=[CH:28][C:27]([F:30])=[CH:26][C:25]=1[CH:31]([C:33]1[CH:38]=[CH:37][CH:36]=[CH:35][CH:34]=1)[OH:32], predict the reaction product. The product is: [Br:23][C:24]1[CH:29]=[CH:28][C:27]([F:30])=[CH:26][C:25]=1[C:31]([C:33]1[CH:34]=[CH:35][CH:36]=[CH:37][CH:38]=1)=[O:32]. (4) The product is: [CH3:1][O:2][C:3]1[CH:4]=[C:5]([CH:9]=[CH:10][C:11]=1[CH3:12])[C:6]([NH:30][C:25]1[C:24]([NH:23][C:21](=[O:22])[C:20]2[CH:31]=[CH:32][C:17]([C:13]([CH3:15])([CH3:14])[CH3:16])=[CH:18][CH:19]=2)=[CH:29][CH:28]=[CH:27][CH:26]=1)=[O:8]. Given the reactants [CH3:1][O:2][C:3]1[CH:4]=[C:5]([CH:9]=[CH:10][C:11]=1[CH3:12])[C:6]([OH:8])=O.[C:13]([C:17]1[CH:32]=[CH:31][C:20]([C:21]([NH:23][C:24]2[C:25]([NH2:30])=[CH:26][CH:27]=[CH:28][CH:29]=2)=[O:22])=[CH:19][CH:18]=1)([CH3:16])([CH3:15])[CH3:14], predict the reaction product. (5) Given the reactants C1(C)C=CC(S(Cl)(=O)=O)=CC=1.[Cl:12][C:13]1[CH:27]=[CH:26][C:16]([C:17]([NH:19][CH:20]2[CH2:25][CH2:24][O:23][CH2:22][CH2:21]2)=[O:18])=[C:15]([CH2:28][CH2:29]O)[CH:14]=1.C(N(CC)CC)C.CO, predict the reaction product. The product is: [Cl:12][C:13]1[CH:14]=[C:15]2[C:16](=[CH:26][CH:27]=1)[C:17](=[O:18])[N:19]([CH:20]1[CH2:21][CH2:22][O:23][CH2:24][CH2:25]1)[CH2:29][CH2:28]2.